The task is: Predict the reactants needed to synthesize the given product.. This data is from Full USPTO retrosynthesis dataset with 1.9M reactions from patents (1976-2016). (1) Given the product [O:1]1[CH2:6][CH2:5][CH2:4][CH2:3][CH:2]1[O:7][NH:8][C:9](=[O:26])[CH2:10][C@@:11]1([C:20]2[S:21][C:22]([Br:25])=[CH:23][CH:24]=2)[S:17](=[O:19])(=[O:18])[CH2:16][CH2:15][N:14]([C:33]([C:28]2[CH:29]=[CH:30][CH:31]=[CH:32][N:27]=2)=[O:34])[CH2:13][CH2:12]1, predict the reactants needed to synthesize it. The reactants are: [O:1]1[CH2:6][CH2:5][CH2:4][CH2:3][CH:2]1[O:7][NH:8][C:9](=[O:26])[CH2:10][C@@:11]1([C:20]2[S:21][C:22]([Br:25])=[CH:23][CH:24]=2)[S:17](=[O:19])(=[O:18])[CH2:16][CH2:15][NH:14][CH2:13][CH2:12]1.[N:27]1[CH:32]=[CH:31][CH:30]=[CH:29][C:28]=1[C:33](O)=[O:34].Cl.C(N=C=NCCCN(C)C)C.ON1C2C=CC=CC=2N=N1. (2) Given the product [CH2:15]([O:1][C:2]1[CH:3]=[C:4]2[C:9](=[C:10]([N+:12]([O-:14])=[O:13])[CH:11]=1)[N:8]=[CH:7][CH:6]=[CH:5]2)[CH3:16], predict the reactants needed to synthesize it. The reactants are: [OH:1][C:2]1[CH:3]=[C:4]2[C:9](=[C:10]([N+:12]([O-:14])=[O:13])[CH:11]=1)[N:8]=[CH:7][CH:6]=[CH:5]2.[CH2:15](Br)[CH3:16].C([O-])([O-])=O.[K+].[K+].O.